This data is from Full USPTO retrosynthesis dataset with 1.9M reactions from patents (1976-2016). The task is: Predict the reactants needed to synthesize the given product. (1) The reactants are: [OH-].[Na+].C([O:5][C:6]([C:8]1[N:9]=[C:10]([Cl:13])[S:11][CH:12]=1)=[O:7])C. Given the product [Cl:13][C:10]1[S:11][CH:12]=[C:8]([C:6]([OH:7])=[O:5])[N:9]=1, predict the reactants needed to synthesize it. (2) Given the product [NH:1]1[CH:5]=[CH:4][N:3]=[C:2]1[C:6]1[CH:13]=[CH:12][CH:11]=[CH:10][C:7]=1[CH2:8][NH2:9], predict the reactants needed to synthesize it. The reactants are: [NH:1]1[CH:5]=[CH:4][N:3]=[C:2]1[C:6]1[CH:13]=[CH:12][CH:11]=[CH:10][C:7]=1[C:8]#[N:9].N. (3) The reactants are: Cl[C:2]1[C:11]2[C:6](=[CH:7][CH:8]=[CH:9][CH:10]=2)[CH:5]=[C:4]([NH:12][C:13]2[CH:17]=[C:16]([CH3:18])[NH:15][N:14]=2)[N:3]=1.[S:19]1[CH:23]=[C:22](B(O)O)[C:21]2[CH:27]=[CH:28][CH:29]=[CH:30][C:20]1=2. Given the product [S:19]1[CH:23]=[C:22]([C:2]2[C:11]3[C:6](=[CH:7][CH:8]=[CH:9][CH:10]=3)[CH:5]=[C:4]([NH:12][C:13]3[CH:17]=[C:16]([CH3:18])[NH:15][N:14]=3)[N:3]=2)[C:21]2[CH:27]=[CH:28][CH:29]=[CH:30][C:20]1=2, predict the reactants needed to synthesize it. (4) Given the product [O:32]=[C:26]1[CH:31]2[CH2:41][CH2:42][CH:28]([C:29]3[CH2:19][CH2:18][C:17]4[C:22]([C:30]=32)=[CH:23][CH:25]=[CH:15][CH:16]=4)[CH2:27]1, predict the reactants needed to synthesize it. The reactants are: O=P12OP3(OP(OP(O3)(O1)=O)(=O)O2)=O.[CH2:15]1[CH2:25][C:23](=O)[C:22]2[C:17](=[CH:18][CH:19]=CC=2)[CH2:16]1.[C:26]1(=[O:32])[CH2:31][CH2:30][CH2:29][CH:28]=[CH:27]1.FC(F)(F)S(O)(=O)=O.[CH3:41][CH2:42]N(CC)CC. (5) The reactants are: C[O:2][C:3](=[O:47])[C:4]1[CH:9]=[CH:8][C:7]([NH:10][C:11]2[CH:16]=[C:15]([C:17]3[C:18]([C:41]4[CH:46]=[CH:45][CH:44]=[CH:43][N:42]=4)=[N:19][N:20]([C:22]([C:35]4[CH:40]=[CH:39][CH:38]=[CH:37][CH:36]=4)([C:29]4[CH:34]=[CH:33][CH:32]=[CH:31][CH:30]=4)[C:23]4[CH:28]=[CH:27][CH:26]=[CH:25][CH:24]=4)[CH:21]=3)[CH:14]=[CH:13][N:12]=2)=[CH:6][CH:5]=1.[OH-].[Na+]. Given the product [N:42]1[CH:43]=[CH:44][CH:45]=[CH:46][C:41]=1[C:18]1[C:17]([C:15]2[CH:14]=[CH:13][N:12]=[C:11]([NH:10][C:7]3[CH:8]=[CH:9][C:4]([C:3]([OH:47])=[O:2])=[CH:5][CH:6]=3)[CH:16]=2)=[CH:21][N:20]([C:22]([C:35]2[CH:36]=[CH:37][CH:38]=[CH:39][CH:40]=2)([C:29]2[CH:30]=[CH:31][CH:32]=[CH:33][CH:34]=2)[C:23]2[CH:28]=[CH:27][CH:26]=[CH:25][CH:24]=2)[N:19]=1, predict the reactants needed to synthesize it. (6) Given the product [Cl:1][C:2]1[N:3]=[CH:4][C:5]([C:6]([NH:11][C:12]2[CH:13]=[CH:14][C:15]([Cl:18])=[N:16][CH:17]=2)=[O:7])=[CH:9][CH:10]=1, predict the reactants needed to synthesize it. The reactants are: [Cl:1][C:2]1[CH:10]=[CH:9][C:5]([C:6](Cl)=[O:7])=[CH:4][N:3]=1.[NH2:11][C:12]1[CH:13]=[CH:14][C:15]([Cl:18])=[N:16][CH:17]=1. (7) Given the product [ClH:20].[CH3:1][C:2]1[O:6][N:5]=[C:4]([N:7]2[CH2:12][CH2:11][NH:10][CH2:9][CH2:8]2)[N:3]=1, predict the reactants needed to synthesize it. The reactants are: [CH3:1][C:2]1[O:6][N:5]=[C:4]([N:7]2[CH2:12][CH2:11][N:10](C(OC(C)(C)C)=O)[CH2:9][CH2:8]2)[N:3]=1.[ClH:20].O1CCOCC1. (8) Given the product [Cl:1][C:2]1[CH:18]=[CH:17][C:5]2[CH2:6][CH2:7][N:8]([C:11](=[O:16])[C:12]([F:15])([F:14])[F:13])[CH2:9][CH2:10][C:4]=2[C:3]=1[NH:37][CH2:36][C:35]1[CH:38]=[CH:39][C:32]([O:31][CH2:30][CH2:29][C:28]([CH3:41])([CH3:40])[CH3:27])=[CH:33][CH:34]=1, predict the reactants needed to synthesize it. The reactants are: [Cl:1][C:2]1[CH:18]=[CH:17][C:5]2[CH2:6][CH2:7][N:8]([C:11](=[O:16])[C:12]([F:15])([F:14])[F:13])[CH2:9][CH2:10][C:4]=2[C:3]=1OS(C(F)(F)F)(=O)=O.[CH3:27][C:28]([CH3:41])([CH3:40])[CH2:29][CH2:30][O:31][C:32]1[CH:39]=[CH:38][C:35]([CH2:36][NH2:37])=[CH:34][CH:33]=1. (9) Given the product [CH2:3]([C:5]1([CH2:18][CH3:19])[CH2:14][CH2:13][C:12]2[C:7](=[CH:8][CH:9]=[C:10]([O:15][CH3:16])[CH:11]=2)[C:6]1=[O:17])[CH:4]=[CH2:22], predict the reactants needed to synthesize it. The reactants are: [H-].[Na+].[CH2:3]([CH:5]1[CH2:14][CH2:13][C:12]2[C:7](=[CH:8][CH:9]=[C:10]([O:15][CH3:16])[CH:11]=2)[C:6]1=[O:17])[CH3:4].[CH2:18](I)[CH:19]=C.[CH3:22]N(C=O)C.